From a dataset of Full USPTO retrosynthesis dataset with 1.9M reactions from patents (1976-2016). Predict the reactants needed to synthesize the given product. (1) Given the product [CH2:1]([O:3][C:4]1[CH:5]=[C:6]([CH:25]=[C:26]([O:29][CH2:30][CH3:31])[C:27]=1[F:28])[CH2:7][N:8]1[CH2:13][CH2:12][CH:11]([NH:14][C:15]2[O:16][C:17]3[CH:23]=[CH:22][CH:21]=[C:20]([NH:24][C:38](=[O:39])[CH2:37][C:36]4[NH:35][N:34]=[N:33][N:32]=4)[C:18]=3[N:19]=2)[CH2:10][CH2:9]1)[CH3:2], predict the reactants needed to synthesize it. The reactants are: [CH2:1]([O:3][C:4]1[CH:5]=[C:6]([CH:25]=[C:26]([O:29][CH2:30][CH3:31])[C:27]=1[F:28])[CH2:7][N:8]1[CH2:13][CH2:12][CH:11]([NH:14][C:15]2[O:16][C:17]3[C:18](=[C:20]([NH2:24])[CH:21]=[CH:22][CH:23]=3)[N:19]=2)[CH2:10][CH2:9]1)[CH3:2].[NH:32]1[C:36]([CH2:37][C:38](O)=[O:39])=[N:35][N:34]=[N:33]1.C(N(C(C)C)C(C)C)C.O=C1N(P(Cl)(N2CCOC2=O)=O)CCO1. (2) Given the product [Cl:64][C:65]1[CH:66]=[C:67]([CH:70]=[CH:71][C:72]=1[Cl:73])[CH2:68][NH:69][C:14](=[O:16])[C:13]1[CH:12]=[CH:11][C:10]([S:7]([NH:6][C:19]2[S:20][CH:21]=[CH:22][N:23]=2)(=[O:8])=[O:9])=[CH:18][CH:17]=1, predict the reactants needed to synthesize it. The reactants are: COC1C=C(OC)C=CC=1C[N:6]([C:19]1[S:20][CH:21]=[CH:22][N:23]=1)[S:7]([C:10]1[CH:18]=[CH:17][C:13]([C:14]([OH:16])=O)=[CH:12][CH:11]=1)(=[O:9])=[O:8].CN(C(ON1N=NC2C=CC=CC1=2)=[N+](C)C)C.F[P-](F)(F)(F)(F)F.CCN(CC)CC.C(Cl)Cl.[Cl:64][C:65]1[CH:66]=[C:67]([CH:70]=[CH:71][C:72]=1[Cl:73])[CH2:68][NH2:69]. (3) Given the product [CH2:12]([O:26][C:31]#[C:30][C:29]1[CH:33]=[CH:4][CH:3]=[CH:2][CH:1]=1)[CH2:11][CH2:10][CH2:9][CH2:8][CH2:7][CH2:6][CH2:5][CH2:4][CH2:3][CH2:2][CH3:1], predict the reactants needed to synthesize it. The reactants are: [CH2:1](OC1C=CC(C#C[Si](C)(C)C)=CC=1)[CH2:2][CH2:3][CH2:4][CH2:5][CH2:6][CH2:7][CH2:8][CH2:9][CH2:10][CH2:11][CH3:12].[OH-:26].[Na+].O.[CH2:29]1[CH2:33]O[CH2:31][CH2:30]1. (4) The reactants are: C[O:2][C:3](=O)[CH:4]([C:6]([F:9])([F:8])[F:7])[OH:5].O.[NH2:12][NH2:13]. Given the product [F:7][C:6]([F:9])([F:8])[CH:4]([OH:5])[C:3]([NH:12][NH2:13])=[O:2], predict the reactants needed to synthesize it.